This data is from Peptide-MHC class I binding affinity with 185,985 pairs from IEDB/IMGT. The task is: Regression. Given a peptide amino acid sequence and an MHC pseudo amino acid sequence, predict their binding affinity value. This is MHC class I binding data. (1) The peptide sequence is MTYLDGHPV. The MHC is HLA-A68:02 with pseudo-sequence HLA-A68:02. The binding affinity (normalized) is 1.00. (2) The peptide sequence is LLQEKYGLI. The MHC is HLA-A01:01 with pseudo-sequence HLA-A01:01. The binding affinity (normalized) is 0.0847. (3) The peptide sequence is EETNMITLLV. The MHC is HLA-B44:03 with pseudo-sequence HLA-B44:03. The binding affinity (normalized) is 0.407. (4) The peptide sequence is NHWNVELSL. The MHC is HLA-B38:01 with pseudo-sequence HLA-B38:01. The binding affinity (normalized) is 0.599. (5) The peptide sequence is LPMLYFLYV. The MHC is HLA-B08:01 with pseudo-sequence HLA-B08:01. The binding affinity (normalized) is 0.915. (6) The binding affinity (normalized) is 1.00. The MHC is Mamu-B52 with pseudo-sequence Mamu-B52. The peptide sequence is VGNVYVGF.